Dataset: Full USPTO retrosynthesis dataset with 1.9M reactions from patents (1976-2016). Task: Predict the reactants needed to synthesize the given product. (1) Given the product [Cl:1][C:2]1[CH:7]=[CH:6][C:5]([S:8][CH:50]([C:44]2[CH:45]=[C:46]([F:49])[CH:47]=[CH:48][C:43]=2[F:42])[CH2:51][CH2:52][CH2:53][CH3:54])=[CH:4][CH:3]=1, predict the reactants needed to synthesize it. The reactants are: [Cl:1][C:2]1[CH:7]=[CH:6][C:5]([SH:8])=[CH:4][CH:3]=1.C1(P(C2C=CC=CC=2)C2C=CC=CC=2)C=CC=CC=1.N(C(OC(C)C)=O)=NC(OC(C)C)=O.[F:42][C:43]1[CH:48]=[CH:47][C:46]([F:49])=[CH:45][C:44]=1[CH:50](O)[CH2:51][CH2:52][CH2:53][CH3:54]. (2) Given the product [F:1][C:2]([F:31])=[CH:3][C@@:4]12[CH2:21][CH2:20][C:19]3[CH:18]=[C:17]([OH:22])[CH:16]=[CH:15][C:14]=3[C:13]1=[CH:12][CH2:11][C@@:9]1([CH3:10])[C@H:5]2[CH2:6][CH2:7][C@@H:8]1[OH:24], predict the reactants needed to synthesize it. The reactants are: [F:1][C:2]([F:31])=[CH:3][C@@:4]12[CH2:21][CH2:20][C:19]3[CH:18]=[C:17]([O:22]C)[CH:16]=[CH:15][C:14]=3[C:13]1=[CH:12][CH2:11][C@@:9]1([CH3:10])[C@H:5]2[CH2:6][CH2:7][C@@H:8]1[O:24]C1CCCCO1.CC(C[AlH]CC(C)C)C. (3) Given the product [O:11]1[C:12]2[CH:16]=[CH:15][S:14][C:13]=2[C:9]([C:5]2[CH:4]=[C:3]([OH:2])[CH:8]=[CH:7][CH:6]=2)=[N:10]1, predict the reactants needed to synthesize it. The reactants are: C[O:2][C:3]1[CH:4]=[C:5]([C:9]2[C:13]3[S:14][CH:15]=[CH:16][C:12]=3[O:11][N:10]=2)[CH:6]=[CH:7][CH:8]=1.Cl.N1C=CC=CC=1.C(OCC)(=O)C.ClCCl. (4) Given the product [CH2:9]([NH:11][C:12]([NH:1][C:2]1[CH:7]=[CH:6][C:5]([NH2:8])=[CH:4][CH:3]=1)=[O:13])[CH3:10], predict the reactants needed to synthesize it. The reactants are: [NH2:1][C:2]1[CH:7]=[CH:6][C:5]([NH2:8])=[CH:4][CH:3]=1.[CH2:9]([N:11]=[C:12]=[O:13])[CH3:10].C(=O)([O-])[O-].[K+].[K+]. (5) Given the product [CH:1]1[CH:2]=[CH:3][C:4]([CH:7]([N:15]2[CH2:20][CH2:19][N:18]([CH2:21][CH2:22][O:23][CH2:24][C:25]([OH:27])=[O:26])[CH2:17][CH2:16]2)[C:8]2[CH:9]=[CH:10][C:11]([Cl:14])=[CH:12][CH:13]=2)=[CH:5][CH:6]=1, predict the reactants needed to synthesize it. The reactants are: [CH:1]1[CH:2]=[CH:3][C:4]([CH:7]([N:15]2[CH2:20][CH2:19][N:18]([CH2:21][CH2:22][O:23][CH2:24][C:25]([OH:27])=[O:26])[CH2:17][CH2:16]2)[C:8]2[CH:9]=[CH:10][C:11]([Cl:14])=[CH:12][CH:13]=2)=[CH:5][CH:6]=1.Cl.Cl.C(O)[C@H]([C@H]([C@@H]([C@@H](CO)O)O)O)O.C(O)[C@@H]1O[C@H](O[C@]2(CCl)O[C@H](CCl)[C@@H](O)[C@@H]2O)[C@@H](O)[C@@H](O)[C@H]1Cl.